Dataset: Forward reaction prediction with 1.9M reactions from USPTO patents (1976-2016). Task: Predict the product of the given reaction. (1) Given the reactants [F:1][C:2]([F:7])([F:6])[C:3]([OH:5])=[O:4].N[C@H]1COC2C=C(C)C=CC=2NC1=O.[CH3:22][C@@H:23]1[O:29][C:28]2[CH:30]=[C:31]([CH3:34])[CH:32]=[CH:33][C:27]=2[NH:26][C:25](=[O:35])[C@H:24]1[NH:36]C(=O)OC(C)(C)C, predict the reaction product. The product is: [F:1][C:2]([F:7])([F:6])[C:3]([OH:5])=[O:4].[NH2:36][C@H:24]1[C@H:23]([CH3:22])[O:29][C:28]2[CH:30]=[C:31]([CH3:34])[CH:32]=[CH:33][C:27]=2[NH:26][C:25]1=[O:35]. (2) Given the reactants [CH3:1][O:2][C:3]([CH:5]1[CH2:13][C:12]2[C:7](=[CH:8][CH:9]=[CH:10][CH:11]=2)[CH2:6]1)=[O:4].[Li+].[CH3:15][Si]([N-][Si](C)(C)C)(C)C.CI, predict the reaction product. The product is: [CH3:1][O:2][C:3]([C:5]1([CH3:15])[CH2:13][C:12]2[C:7](=[CH:8][CH:9]=[CH:10][CH:11]=2)[CH2:6]1)=[O:4]. (3) The product is: [C:22]([C:21]1[CH:24]=[CH:25][C:18]([CH2:17][NH:16][C:11](=[O:13])[CH:10]([C:3]2[CH:4]=[CH:5][C:6]([O:8][CH3:9])=[CH:7][C:2]=2[F:1])[O:14][CH3:15])=[C:19]([F:26])[CH:20]=1)#[N:23]. Given the reactants [F:1][C:2]1[CH:7]=[C:6]([O:8][CH3:9])[CH:5]=[CH:4][C:3]=1[CH:10]([O:14][CH3:15])[C:11]([OH:13])=O.[NH2:16][CH2:17][C:18]1[CH:25]=[CH:24][C:21]([C:22]#[N:23])=[CH:20][C:19]=1[F:26], predict the reaction product. (4) Given the reactants [OH:1][C:2]1[CH:9]=[CH:8][C:5]([C:6]#[N:7])=[CH:4][C:3]=1[C:10]([F:13])([F:12])[F:11].C1C=CC(P(C2C=CC=CC=2)C2C=CC=CC=2)=CC=1.CC(OC(/N=N/C(OC(C)C)=O)=O)C.O[C@@H:48]1[CH2:52][CH2:51][O:50][CH2:49]1, predict the reaction product. The product is: [O:50]1[CH2:51][CH2:52][C@@H:48]([O:1][C:2]2[CH:9]=[CH:8][C:5]([C:6]#[N:7])=[CH:4][C:3]=2[C:10]([F:11])([F:12])[F:13])[CH2:49]1. (5) Given the reactants [H-].[Na+].[C:3]([O:11][CH2:12][CH3:13])(=[O:10])[CH2:4][C:5]([O:7][CH2:8][CH3:9])=[O:6].[Br:14][C:15]1[CH:16]=[C:17]([CH:33]=[CH:34][CH:35]=1)[CH2:18][N:19]1[C:27]2[C:26](=[O:28])[N:25]([CH3:29])[C:24](=[O:30])[N:23]([CH3:31])[C:22]=2[N:21]=[C:20]1Cl, predict the reaction product. The product is: [Br:14][C:15]1[CH:16]=[C:17]([CH:33]=[CH:34][CH:35]=1)[CH2:18][N:19]1[C:27]2[C:26](=[O:28])[N:25]([CH3:29])[C:24](=[O:30])[N:23]([CH3:31])[C:22]=2[N:21]=[C:20]1[CH:4]([C:5]([O:7][CH2:8][CH3:9])=[O:6])[C:3]([O:11][CH2:12][CH3:13])=[O:10].